This data is from Catalyst prediction with 721,799 reactions and 888 catalyst types from USPTO. The task is: Predict which catalyst facilitates the given reaction. (1) Reactant: [Cl:1][C:2]1[N:11]=[C:10](Cl)[C:9]2[C:4](=[CH:5][CH:6]=[C:7]([CH3:13])[CH:8]=2)[N:3]=1.[NH2:14][CH2:15][CH2:16][NH:17][C:18](=[O:24])[O:19][C:20]([CH3:23])([CH3:22])[CH3:21]. Product: [Cl:1][C:2]1[N:11]=[C:10]([NH:14][CH2:15][CH2:16][NH:17][C:18](=[O:24])[O:19][C:20]([CH3:22])([CH3:21])[CH3:23])[C:9]2[C:4](=[CH:5][CH:6]=[C:7]([CH3:13])[CH:8]=2)[N:3]=1. The catalyst class is: 5. (2) Reactant: [O:1]=[C:2]1[NH:10][C:5]2=[N:6][CH:7]=[CH:8][CH:9]=[C:4]2[N:3]1[CH:11]1[CH2:16][CH2:15][N:14]([C:17]2[CH:22]=[CH:21][N:20]=[C:19]([C:23]([OH:25])=O)[N:18]=2)[CH2:13][CH2:12]1.Cl.Cl.[CH3:28][C:29]1([CH3:38])[CH2:34][NH:33][CH2:32][C:31]2[CH:35]=[N:36][NH:37][C:30]1=2.C(N(CC)CC)C.CN(C(ON1N=NC2C=CC=CC1=2)=[N+](C)C)C.[B-](F)(F)(F)F. The catalyst class is: 3. Product: [CH3:28][C:29]1([CH3:38])[CH2:34][N:33]([C:23]([C:19]2[N:18]=[C:17]([N:14]3[CH2:15][CH2:16][CH:11]([N:3]4[C:4]5[C:5](=[N:6][CH:7]=[CH:8][CH:9]=5)[NH:10][C:2]4=[O:1])[CH2:12][CH2:13]3)[CH:22]=[CH:21][N:20]=2)=[O:25])[CH2:32][C:31]2[CH:35]=[N:36][NH:37][C:30]1=2.